This data is from Reaction yield outcomes from USPTO patents with 853,638 reactions. The task is: Predict the reaction yield, written as a fraction of the theoretical maximum amount of product (1.0 means a 100% yield; for example, 0.34 means a 34% yield). (1) The reactants are [C:1]1([S:7](Cl)(=[O:9])=[O:8])[CH:6]=[CH:5][CH:4]=[CH:3][CH:2]=1.[CH2:11]([O:13][C:14]([C:16]1[C:21]([O:22][CH2:23][CH3:24])=[C:20]([N:25]2[CH2:30][CH2:29][O:28][CH2:27][CH2:26]2)[N:19]=[C:18]([C:31]2[CH:36]=[CH:35][C:34]([NH2:37])=[CH:33][CH:32]=2)[N:17]=1)=[O:15])[CH3:12]. The catalyst is CCN(CC)CC.C(Cl)Cl. The product is [CH2:11]([O:13][C:14]([C:16]1[C:21]([O:22][CH2:23][CH3:24])=[C:20]([N:25]2[CH2:26][CH2:27][O:28][CH2:29][CH2:30]2)[N:19]=[C:18]([C:31]2[CH:32]=[CH:33][C:34]([NH:37][S:7]([C:1]3[CH:6]=[CH:5][CH:4]=[CH:3][CH:2]=3)(=[O:9])=[O:8])=[CH:35][CH:36]=2)[N:17]=1)=[O:15])[CH3:12]. The yield is 0.237. (2) The catalyst is CCO. The yield is 0.830. The reactants are [CH3:1][C:2]1[CH:8]=[C:7]([I:9])[C:6]([CH3:10])=[CH:5][C:3]=1[NH2:4].[CH2:11](Br)[C:12]1[CH:17]=[CH:16][CH:15]=[CH:14][CH:13]=1.C(=O)([O-])[O-].[K+].[K+]. The product is [CH2:11]([N:4]([CH2:1][C:2]1[CH:8]=[CH:7][CH:6]=[CH:5][CH:3]=1)[C:3]1[CH:5]=[C:6]([CH3:10])[C:7]([I:9])=[CH:8][C:2]=1[CH3:1])[C:12]1[CH:17]=[CH:16][CH:15]=[CH:14][CH:13]=1. (3) The reactants are I[C:2]1[C:3]([CH3:13])=[N:4][N:5]([C:7]2[CH:8]=[N:9][CH:10]=[CH:11][CH:12]=2)[CH:6]=1.[N:14]1[C:23]2[CH:22]([C:24](=O)C)CCCC=2C=CC=1.C1(N)CC1.C(=O)([O-])[O-].[Cs+].[Cs+]. The catalyst is CS(C)=O.O.[Cu]Br. The product is [CH:23]1([NH:14][C:2]2[C:3]([CH3:13])=[N:4][N:5]([C:7]3[CH:8]=[N:9][CH:10]=[CH:11][CH:12]=3)[CH:6]=2)[CH2:22][CH2:24]1. The yield is 0.179. (4) The reactants are CCN(C(C)C)C(C)C.C1C=CC2N(O)N=NC=2C=1.CCN=C=NCCCN(C)C.[N:31]1[CH:36]=[CH:35][CH:34]=[C:33]([N:37]2[CH:41]=[C:40]([C:42]([NH:44][CH2:45][C:46]([OH:48])=O)=[O:43])[N:39]=[N:38]2)[CH:32]=1.NC1C=NC=CC=1.Cl.[NH:57]1[CH2:60][CH:59]([O:61][C:62]2[CH:63]=[C:64]([CH:67]=[CH:68][C:69]=2[CH3:70])[C:65]#[N:66])[CH2:58]1.Cl.FC(F)(F)C1C=C(C=CC=1)OC1CNC1. The catalyst is CN(C=O)C. The product is [C:65]([C:64]1[CH:67]=[CH:68][C:69]([CH3:70])=[C:62]([CH:63]=1)[O:61][CH:59]1[CH2:58][N:57]([C:46](=[O:48])[CH2:45][NH:44][C:42]([C:40]2[N:39]=[N:38][N:37]([C:33]3[CH:32]=[N:31][CH:36]=[CH:35][CH:34]=3)[CH:41]=2)=[O:43])[CH2:60]1)#[N:66]. The yield is 0.0700. (5) The reactants are [NH2:1][C:2]1[C:7]([F:8])=[CH:6][N:5]=[C:4]([OH:9])[N:3]=1.Cl[CH2:11][O:12][CH2:13][C:14]1[CH:19]=[CH:18][CH:17]=[CH:16][CH:15]=1. The catalyst is CC#N. The product is [NH2:1][C:2]1[C:7]([F:8])=[CH:6][N:5]([CH2:11][O:12][CH2:13][C:14]2[CH:19]=[CH:18][CH:17]=[CH:16][CH:15]=2)[C:4](=[O:9])[N:3]=1. The yield is 0.450. (6) The reactants are [F:1][C:2]1[CH:7]=[CH:6][CH:5]=[CH:4][C:3]=1[C:8]1[C:13]([N+:14]([O-])=O)=[CH:12][CH:11]=[C:10]([N:17]2[CH2:22][CH2:21][N:20]([CH3:23])[CH2:19][CH2:18]2)[CH:9]=1.[C:24]([C:26]1[O:30][C:29]([C:31](O)=[O:32])=[CH:28][CH:27]=1)#[N:25].C(Cl)(=O)C(Cl)=O.CCN(C(C)C)C(C)C. The catalyst is [Pd].CO.ClCCl.CN(C=O)C. The product is [F:1][C:2]1[CH:7]=[CH:6][CH:5]=[CH:4][C:3]=1[C:8]1[CH:9]=[C:10]([N:17]2[CH2:22][CH2:21][N:20]([CH3:23])[CH2:19][CH2:18]2)[CH:11]=[CH:12][C:13]=1[NH:14][C:31]([C:29]1[O:30][C:26]([C:24]#[N:25])=[CH:27][CH:28]=1)=[O:32]. The yield is 0.770.